This data is from HIV replication inhibition screening data with 41,000+ compounds from the AIDS Antiviral Screen. The task is: Binary Classification. Given a drug SMILES string, predict its activity (active/inactive) in a high-throughput screening assay against a specified biological target. (1) The drug is CC(=NNC(=O)c1ccccc1)C(C)=NNC(=O)c1ccccc1. The result is 0 (inactive). (2) The compound is CCc1cccc(C(C)C)c1N1C(=O)C(=O)C(c2nc3ccccc3s2)C(=O)C1=O. The result is 0 (inactive). (3) The compound is Cc1c(Cl)cccc1Nc1ncccc1C(=O)O. The result is 0 (inactive). (4) The drug is [O-]c1c2c(nn1-c1ccc(Cl)cc1)c1ccccc1c[n+]2Cc1ccccc1. The result is 0 (inactive). (5) The compound is N#Cc1ccc(-c2nc(C#N)c(N)o2)cc1. The result is 1 (active).